This data is from hERG Central: cardiac toxicity at 1µM, 10µM, and general inhibition. The task is: Predict hERG channel inhibition at various concentrations. The molecule is Cl.O=C1c2cccc3cccc(c23)C(=O)N1CCN1CCN(CC(O)COCc2ccc(Cl)cc2)CC1. Results: hERG_inhib (hERG inhibition (general)): blocker.